From a dataset of Peptide-MHC class II binding affinity with 134,281 pairs from IEDB. Regression. Given a peptide amino acid sequence and an MHC pseudo amino acid sequence, predict their binding affinity value. This is MHC class II binding data. (1) The peptide sequence is GETLLRAVESYLLAH. The MHC is HLA-DQA10102-DQB10602 with pseudo-sequence HLA-DQA10102-DQB10602. The binding affinity (normalized) is 0.474. (2) The peptide sequence is DMTPADALDD. The MHC is HLA-DPA10103-DPB10401 with pseudo-sequence HLA-DPA10103-DPB10401. The binding affinity (normalized) is 0. (3) The peptide sequence is PYVSKNPRQAYANYR. The MHC is DRB5_0101 with pseudo-sequence DRB5_0101. The binding affinity (normalized) is 0.571.